Dataset: Forward reaction prediction with 1.9M reactions from USPTO patents (1976-2016). Task: Predict the product of the given reaction. (1) Given the reactants [Cl:1][CH2:2][CH2:3][CH2:4][N:5]1[CH2:10][C:9]2[CH:11]=[CH:12][CH:13]=[CH:14][C:8]=2[NH:7][S:6]1(=[O:16])=[O:15].[F:17][C:18]1[CH:19]=[C:20](B(O)O)[CH:21]=[CH:22][CH:23]=1, predict the reaction product. The product is: [Cl:1][CH2:2][CH2:3][CH2:4][N:5]1[CH2:10][C:9]2[CH:11]=[CH:12][CH:13]=[CH:14][C:8]=2[N:7]([C:22]2[CH:21]=[CH:20][CH:19]=[C:18]([F:17])[CH:23]=2)[S:6]1(=[O:16])=[O:15]. (2) Given the reactants S(Cl)([Cl:3])=O.[NH2:5][C:6]1[N:11]=[C:10]([CH3:12])[C:9]([CH2:13][C:14]2[CH:19]=[CH:18][C:17]([CH2:20]O)=[CH:16][CH:15]=2)=[C:8]([NH:22][CH2:23][CH2:24][CH2:25][CH2:26][CH3:27])[N:7]=1, predict the reaction product. The product is: [Cl:3][CH2:20][C:17]1[CH:18]=[CH:19][C:14]([CH2:13][C:9]2[C:8]([NH:22][CH2:23][CH2:24][CH2:25][CH2:26][CH3:27])=[N:7][C:6]([NH2:5])=[N:11][C:10]=2[CH3:12])=[CH:15][CH:16]=1. (3) Given the reactants [O:1]1[CH2:5][CH2:4][CH2:3][CH:2]1[C:6]([OH:8])=O.CCN=C=NCCCN(C)C.C1C=CC2N(O)N=NC=2C=1.[NH2:30][C:31]12[C:48](=[O:49])[C:47]3[C:42](=[CH:43][CH:44]=[CH:45][CH:46]=3)[C:32]1([OH:50])[O:33][C:34]1[C:39](CC)=[CH:38][CH:37]=[CH:36][C:35]=12.C(Cl)[Cl:52], predict the reaction product. The product is: [Cl:52][C:37]1[CH:38]=[CH:39][C:34]2[O:33][C:32]3([OH:50])[C:42]4[C:47]([C:48](=[O:49])[C:31]3([NH:30][C:6]([CH:2]3[CH2:3][CH2:4][CH2:5][O:1]3)=[O:8])[C:35]=2[CH:36]=1)=[CH:46][CH:45]=[CH:44][CH:43]=4. (4) Given the reactants FC(F)(F)C1C=C(C(Cl)=O)C=CC=1.[CH3:14][O:15][C:16]1[CH:17]=[C:18]2[C:23](=[CH:24][C:25]=1[O:26][CH3:27])[N:22]=[CH:21][N:20]=[C:19]2[O:28][C:29]1[CH:35]=[CH:34][C:32]([NH2:33])=[CH:31][CH:30]=1.[F:36][C:37]([F:50])([F:49])[C:38]1[CH:39]=[C:40]([C:44]([N:46]=[C:47]=[S:48])=[O:45])[CH:41]=[CH:42][CH:43]=1, predict the reaction product. The product is: [F:49][C:37]([F:36])([F:50])[C:38]1[CH:39]=[C:40]([C:44]([N:46]=[C:47]=[S:48])=[O:45])[CH:41]=[CH:42][CH:43]=1.[CH3:14][O:15][C:16]1[CH:17]=[C:18]2[C:23](=[CH:24][C:25]=1[O:26][CH3:27])[N:22]=[CH:21][N:20]=[C:19]2[O:28][C:29]1[CH:35]=[CH:34][C:32]([NH:33][C:47]([NH:46][C:44](=[O:45])[C:40]2[CH:41]=[CH:42][CH:43]=[C:38]([C:37]([F:36])([F:50])[F:49])[CH:39]=2)=[S:48])=[CH:31][CH:30]=1. (5) Given the reactants C(OC([N:8]1[CH2:13][CH2:12][C:11](=O)[CH2:10][CH2:9]1)=O)(C)(C)C.[CH2:15]([NH2:22])[C:16]1[CH:21]=[CH:20][CH:19]=[CH:18][CH:17]=1.[N+]([CH:26]=[CH:27][C:28]1[CH:36]=[CH:35][C:31]2[O:32][CH2:33][O:34][C:30]=2[CH:29]=1)([O-])=O, predict the reaction product. The product is: [O:32]1[C:31]2[CH:35]=[CH:36][C:28]([C:27]3[C:12]4[CH2:13][NH:8][CH2:9][CH2:10][C:11]=4[N:22]([CH2:15][C:16]4[CH:21]=[CH:20][CH:19]=[CH:18][CH:17]=4)[CH:26]=3)=[CH:29][C:30]=2[O:34][CH2:33]1. (6) The product is: [N:32]([C:35]1[C:36]([N+:42]([O-:44])=[O:43])=[C:37]([N:4]2[CH2:5][CH2:6][N:1]([CH2:7][CH2:8][O:9][C:10]3[C:18]4[N:17]=[C:16]([C:19]([F:20])([F:22])[F:21])[NH:15][C:14]=4[CH:13]=[CH:12][CH:11]=3)[CH2:2][CH2:3]2)[CH:38]=[CH:39][CH:40]=1)=[N+:33]=[N-:34]. Given the reactants [N:1]1([CH2:7][CH2:8][O:9][C:10]2[C:18]3[N:17]=[C:16]([C:19]([F:22])([F:21])[F:20])[NH:15][C:14]=3[CH:13]=[CH:12][CH:11]=2)[CH2:6][CH2:5][NH:4][CH2:3][CH2:2]1.C(N(C(C)C)CC)(C)C.[N:32]([C:35]1[CH:40]=[CH:39][CH:38]=[C:37](F)[C:36]=1[N+:42]([O-:44])=[O:43])=[N+:33]=[N-:34], predict the reaction product. (7) The product is: [C:29]1([C:28]([NH:1][CH2:2][C:3]2[CH:8]=[CH:7][C:6]([CH2:9][N:10]3[CH2:11][CH2:12][N:13]([C:16]4[C:21]([C:22]([O:24][CH:25]([CH3:27])[CH3:26])=[O:23])=[CH:20][CH:19]=[CH:18][N:17]=4)[CH2:14][CH2:15]3)=[CH:5][CH:4]=2)=[O:35])[CH:34]=[CH:33][CH:32]=[CH:31][CH:30]=1. Given the reactants [NH2:1][CH2:2][C:3]1[CH:8]=[CH:7][C:6]([CH2:9][N:10]2[CH2:15][CH2:14][N:13]([C:16]3[C:21]([C:22]([O:24][CH:25]([CH3:27])[CH3:26])=[O:23])=[CH:20][CH:19]=[CH:18][N:17]=3)[CH2:12][CH2:11]2)=[CH:5][CH:4]=1.[C:28](O)(=[O:35])[C:29]1[CH:34]=[CH:33][CH:32]=[CH:31][CH:30]=1.CN(C(ON1N=NC2C=CC=NC1=2)=[N+](C)C)C.F[P-](F)(F)(F)(F)F.CCN(C(C)C)C(C)C, predict the reaction product. (8) Given the reactants [F:1][C:2]([F:15])([F:14])[S:3]([O:6]S(C(F)(F)F)(=O)=O)(=[O:5])=[O:4].O[C:17]1[CH:18]=[C:19]([C:29]([O:31][CH2:32][CH3:33])=[O:30])[C:20]2[CH:25]=[N:24][N:23]([CH:26]([CH3:28])[CH3:27])[C:21]=2[N:22]=1.N1C=CC=CC=1.C([O-])(O)=O.[Na+], predict the reaction product. The product is: [CH:26]([N:23]1[C:21]2[N:22]=[C:17]([O:6][S:3]([C:2]([F:15])([F:14])[F:1])(=[O:5])=[O:4])[CH:18]=[C:19]([C:29]([O:31][CH2:32][CH3:33])=[O:30])[C:20]=2[CH:25]=[N:24]1)([CH3:28])[CH3:27]. (9) The product is: [CH2:23]([O:22][C:20](=[O:21])[C:19]([CH2:37][O:13][C:12](=[O:14])[CH2:11][C:4]1[CH:5]=[CH:6][C:7]([N+:8]([O-:10])=[O:9])=[C:2]([CH3:1])[CH:3]=1)([C:25]1[CH:26]=[CH:27][CH:28]=[CH:29][CH:30]=1)[C:18]([O:17][CH2:15][CH3:16])=[O:35])[CH3:24]. Given the reactants [CH3:1][C:2]1[CH:3]=[C:4]([CH2:11][C:12]([OH:14])=[O:13])[CH:5]=[CH:6][C:7]=1[N+:8]([O-:10])=[O:9].[CH2:15]([O:17][C:18](=[O:35])[CH:19]([C:25]1[CH:30]=[CH:29][C:28]([N+]([O-])=O)=[C:27](C)[CH:26]=1)[C:20]([O:22][CH2:23][CH3:24])=[O:21])[CH3:16].Cl.[CH2:37](N=C=NCCCN(C)C)C, predict the reaction product. (10) Given the reactants [OH:1][C:2]1[CH:11]=[C:10]2[C:5]([C:6]([O:12][C:13]3[CH:14]=[C:15]4[C:19](=[CH:20][CH:21]=3)[NH:18][CH:17]=[CH:16]4)=[N:7][CH:8]=[N:9]2)=[CH:4][C:3]=1[O:22][CH3:23].[CH3:24][O:25][CH2:26][CH2:27][O:28][CH2:29][CH2:30]O, predict the reaction product. The product is: [NH:18]1[C:19]2[C:15](=[CH:14][C:13]([O:12][C:6]3[C:5]4[C:10](=[CH:11][C:2]([O:1][CH2:30][CH2:29][O:28][CH2:27][CH2:26][O:25][CH3:24])=[C:3]([O:22][CH3:23])[CH:4]=4)[N:9]=[CH:8][N:7]=3)=[CH:21][CH:20]=2)[CH:16]=[CH:17]1.